Dataset: Full USPTO retrosynthesis dataset with 1.9M reactions from patents (1976-2016). Task: Predict the reactants needed to synthesize the given product. (1) Given the product [N:8]1([CH2:7][CH:5]2[CH2:4][C:3](=[O:2])[CH2:6]2)[CH2:12][CH2:11][CH2:10][CH2:9]1, predict the reactants needed to synthesize it. The reactants are: C[O:2][C:3]1(OC)[CH2:6][CH:5]([CH2:7][N:8]2[CH2:12][CH2:11][CH2:10][CH2:9]2)[CH2:4]1.CC(C)=O.O.C1(C)C=CC(S(O)(=O)=O)=CC=1. (2) Given the product [F:49][C:48]([F:51])([F:50])[C:46]([O-:52])=[O:47].[Cl:37][C:38]1[CH:45]=[CH:44][C:41]([CH2:42][NH+:29]2[CH2:28][C:11]3[C:12]([OH:27])=[C:13]([C:16]([NH:18][CH2:19][C:20]([OH:22])=[O:21])=[O:17])[C:14](=[O:15])[N:9]([CH2:8][C:5]4[CH:6]=[CH:7][C:46]([C:48]([F:51])([F:50])[F:49])=[CH:3][CH:4]=4)[C:10]=3[CH2:30]2)=[CH:40][CH:39]=1, predict the reactants needed to synthesize it. The reactants are: Cl.C1(C2C=CC=CC=2)[CH:7]=[CH:6][C:5]([CH2:8][N:9]2[C:14](=[O:15])[C:13]([C:16]([NH:18][CH2:19][C:20]([O:22]C(C)(C)C)=[O:21])=[O:17])=[C:12]([OH:27])[C:11]3[CH2:28][NH:29][CH2:30][C:10]2=3)=[CH:4][CH:3]=1.[Cl:37][C:38]1[CH:45]=[CH:44][C:41]([CH2:42]Br)=[CH:40][CH:39]=1.[C:46]([OH:52])([C:48]([F:51])([F:50])[F:49])=[O:47]. (3) Given the product [CH:1]1([C:7]2[CH:30]=[CH:29][CH:28]=[C:27]3[C:8]=2[CH:9]=[C:10]2[C:16]4[CH:17]=[C:18]([C:21]([NH:36][S:33]([N:32]([CH3:37])[CH3:31])(=[O:35])=[O:34])=[O:23])[CH:19]=[CH:20][C:15]=4[N:14]4[CH2:24][N:25]=[N:26][C:13]4=[CH:12][N:11]23)[CH2:6][CH2:5][CH2:4][CH2:3][CH2:2]1, predict the reactants needed to synthesize it. The reactants are: [CH:1]1([C:7]2[CH:30]=[CH:29][CH:28]=[C:27]3[C:8]=2[CH:9]=[C:10]2[C:16]4[CH:17]=[C:18]([C:21]([OH:23])=O)[CH:19]=[CH:20][C:15]=4[N:14]4[CH2:24][N:25]=[N:26][C:13]4=[CH:12][N:11]23)[CH2:6][CH2:5][CH2:4][CH2:3][CH2:2]1.[CH3:31][N:32]([CH3:37])[S:33]([NH2:36])(=[O:35])=[O:34].CCN=C=NCCCN(C)C.Cl. (4) Given the product [Cl:1][C:2]1[CH:3]=[C:4]2[NH:10][C:11](=[S:12])[NH:9][C:5]2=[N:6][C:7]=1[I:8], predict the reactants needed to synthesize it. The reactants are: [Cl:1][C:2]1[CH:3]=[C:4]([NH2:10])[C:5]([NH2:9])=[N:6][C:7]=1[I:8].[C:11](Cl)(Cl)=[S:12]. (5) Given the product [Cl:1][C:2]1[CH:3]=[C:4]([C:12]2[C:13]3=[N:18][S:24](=[O:26])(=[O:25])[CH2:23][CH2:22][N:14]3[CH:15]=[CH:16][CH:17]=2)[CH:5]=[CH:6][C:7]=1[O:8][CH:9]([CH3:11])[CH3:10], predict the reactants needed to synthesize it. The reactants are: [Cl:1][C:2]1[CH:3]=[C:4]([C:12]2[C:13]([NH2:18])=[N:14][CH:15]=[CH:16][CH:17]=2)[CH:5]=[CH:6][C:7]=1[O:8][CH:9]([CH3:11])[CH3:10].[H-].[Na+].Cl[CH2:22][CH2:23][S:24](Cl)(=[O:26])=[O:25].O.